The task is: Predict the product of the given reaction.. This data is from Forward reaction prediction with 1.9M reactions from USPTO patents (1976-2016). (1) Given the reactants [SH-:1].[Na+:2].[C:3](Cl)(=[O:11])[CH2:4][CH2:5][CH2:6][CH2:7][CH2:8][CH2:9][CH3:10], predict the reaction product. The product is: [C:3]([O-:11])(=[S:1])[CH2:4][CH2:5][CH2:6][CH2:7][CH2:8][CH2:9][CH3:10].[Na+:2]. (2) Given the reactants [N:1]1([C:7]([O:9][C:10]([CH3:13])([CH3:12])[CH3:11])=[O:8])[CH2:6][CH2:5][NH:4][CH2:3][CH2:2]1.[Cl:14][C:15]1[N:20]=[C:19](Cl)[CH:18]=[CH:17][N:16]=1.C([O-])(O)=O.[Na+], predict the reaction product. The product is: [Cl:14][C:15]1[N:20]=[C:19]([N:4]2[CH2:5][CH2:6][N:1]([C:7]([O:9][C:10]([CH3:13])([CH3:12])[CH3:11])=[O:8])[CH2:2][CH2:3]2)[CH:18]=[CH:17][N:16]=1. (3) Given the reactants [CH3:1][N:2]1[C:10]2[C:5](=[CH:6][C:7]([O:11]CC3C=CC=CC=3)=[CH:8][CH:9]=2)[CH:4]=[C:3]1[C:19](=[O:21])[NH2:20], predict the reaction product. The product is: [CH3:1][N:2]1[C:10]2[C:5](=[CH:6][C:7]([OH:11])=[CH:8][CH:9]=2)[CH:4]=[C:3]1[C:19](=[O:21])[NH2:20]. (4) The product is: [CH2:16]([C:15]1[C:7]2[CH:6]([CH2:5][C:4]([OH:19])=[O:3])[O:10][B:9]([OH:11])[C:8]=2[CH:12]=[C:13]([OH:18])[CH:14]=1)[CH3:17]. Given the reactants C([O:3][C:4](=[O:19])[CH2:5][CH:6]1[O:10][B:9]([OH:11])[C:8]2[CH:12]=[C:13]([OH:18])[CH:14]=[C:15]([CH2:16][CH3:17])[C:7]1=2)C.[Li+].[OH-].Cl, predict the reaction product. (5) Given the reactants [F:1][C:2]1[CH:21]=[CH:20][C:5]([CH2:6][N:7]2[C:12](=[O:13])[CH2:11][NH:10][CH2:9][CH:8]2[CH2:14][C:15]([O:17][CH2:18][CH3:19])=[O:16])=[CH:4][CH:3]=1.Cl[C:23]([O:25][CH2:26][C:27]1[CH:32]=[CH:31][CH:30]=[CH:29][CH:28]=1)=[O:24].C(N(CC)CC)C, predict the reaction product. The product is: [F:1][C:2]1[CH:3]=[CH:4][C:5]([CH2:6][N:7]2[C:12](=[O:13])[CH2:11][N:10]([C:23]([O:25][CH2:26][C:27]3[CH:32]=[CH:31][CH:30]=[CH:29][CH:28]=3)=[O:24])[CH2:9][CH:8]2[CH2:14][C:15]([O:17][CH2:18][CH3:19])=[O:16])=[CH:20][CH:21]=1. (6) Given the reactants [CH2:1]([O:8][C:9]1[CH:10]=[C:11]2[C:16](=[CH:17][CH:18]=1)[C:15]([O:19][S:20]([CH3:23])(=[O:22])=[O:21])=[C:14](Br)[CH:13]=[CH:12]2)[C:2]1[CH:7]=[CH:6][CH:5]=[CH:4][CH:3]=1.[F:25][C:26]1[CH:31]=[CH:30][C:29](B(O)O)=[CH:28][CH:27]=1.C(=O)([O-])[O-].[Na+].[Na+].C(O)C, predict the reaction product. The product is: [CH2:1]([O:8][C:9]1[CH:10]=[C:11]2[C:16](=[CH:17][CH:18]=1)[C:15]([O:19][S:20]([CH3:23])(=[O:22])=[O:21])=[C:14]([C:29]1[CH:30]=[CH:31][C:26]([F:25])=[CH:27][CH:28]=1)[CH:13]=[CH:12]2)[C:2]1[CH:7]=[CH:6][CH:5]=[CH:4][CH:3]=1.